Task: Predict which catalyst facilitates the given reaction.. Dataset: Catalyst prediction with 721,799 reactions and 888 catalyst types from USPTO (1) The catalyst class is: 35. Product: [Cl:1][C:2]1[N:7]=[C:6]([C:8]#[N:9])[C:5]([O:10][C:11]2[CH:16]=[CH:15][C:14]([O:17][CH3:20])=[CH:13][CH:12]=2)=[N:4][CH:3]=1. Reactant: [Cl:1][C:2]1[N:7]=[C:6]([C:8]#[N:9])[C:5]([O:10][C:11]2[CH:16]=[CH:15][C:14]([OH:17])=[CH:13][CH:12]=2)=[N:4][CH:3]=1.IC.[C:20](=O)([O-])[O-].[K+].[K+].C(OCC)(=O)C. (2) Reactant: Cl[C:2]1[C:3]2[S:10][C:9]([C:11]3[CH:16]=[CH:15][C:14]([F:17])=[CH:13][CH:12]=3)=[CH:8][C:4]=2[N:5]=[CH:6][N:7]=1.CC1(C)C(C)(C)OB([C:26]2[CH:32]=[CH:31][C:29]([NH2:30])=[CH:28][CH:27]=2)O1.C(=O)([O-])[O-].[K+].[K+]. Product: [F:17][C:14]1[CH:15]=[CH:16][C:11]([C:9]2[S:10][C:3]3[C:2]([C:26]4[CH:32]=[CH:31][C:29]([NH2:30])=[CH:28][CH:27]=4)=[N:7][CH:6]=[N:5][C:4]=3[CH:8]=2)=[CH:12][CH:13]=1. The catalyst class is: 47. (3) Reactant: [CH:1]1([C@H:5]([NH:7][C:8]2[N:16]=[C:15]([C:17]#[N:18])[N:14]=[C:13]3[C:9]=2[N:10]([CH2:19][C@H:20]2[CH2:25][CH2:24][C@H:23]([CH3:26])[CH2:22][CH2:21]2)[CH:11]=[N:12]3)[CH3:6])[CH2:4][CH2:3][CH2:2]1.C1C(=O)N([Br:34])C(=O)C1. Product: [Br:34][C:11]1[N:10]([CH2:19][C@H:20]2[CH2:21][CH2:22][C@H:23]([CH3:26])[CH2:24][CH2:25]2)[C:9]2[C:13](=[N:14][C:15]([C:17]#[N:18])=[N:16][C:8]=2[NH:7][C@@H:5]([CH:1]2[CH2:4][CH2:3][CH2:2]2)[CH3:6])[N:12]=1. The catalyst class is: 373. (4) Reactant: [C:1](=[O:6])([O:4][CH3:5])OC.[H-].[Na+].[C:9]1(=[O:17])[CH2:16][CH2:15][CH2:14][CH2:13][CH2:12][CH2:11][CH2:10]1.C([O-])(O)=O.[Na+]. Product: [O:17]=[C:9]1[CH2:16][CH2:15][CH2:14][CH2:13][CH2:12][CH2:11][CH:10]1[C:1]([O:4][CH3:5])=[O:6]. The catalyst class is: 1. (5) Reactant: C(OC(=O)[NH:7][CH2:8][CH2:9][CH2:10][O:11][C:12]1[CH:17]=[CH:16][C:15]([C:18]2[CH:23]=[CH:22][N:21]3[N:24]=[CH:25][C:26]([C:27]4[CH:32]=[CH:31][C:30]([O:33][CH3:34])=[C:29]([O:35][CH3:36])[CH:28]=4)=[C:20]3[N:19]=2)=[CH:14][C:13]=1[O:37][CH3:38])(C)(C)C.C([O-])(O)=O.[Na+]. Product: [CH3:36][O:35][C:29]1[CH:28]=[C:27]([C:26]2[CH:25]=[N:24][N:21]3[CH:22]=[CH:23][C:18]([C:15]4[CH:16]=[CH:17][C:12]([O:11][CH2:10][CH2:9][CH2:8][NH2:7])=[C:13]([O:37][CH3:38])[CH:14]=4)=[N:19][C:20]=23)[CH:32]=[CH:31][C:30]=1[O:33][CH3:34]. The catalyst class is: 33. (6) Reactant: [C:1]([O:9][C@@H:10]1[C@@H:18]([CH:19]([F:21])[F:20])[O:17][C@H:16]2[C@H:12]([N:13]=[C:14]([N:22](CC=C)[C:23]([O:25][C:26]([CH3:29])([CH3:28])[CH3:27])=[O:24])[S:15]2)[C@H:11]1[O:33][C:34](=[O:41])[C:35]1[CH:40]=[CH:39][CH:38]=[CH:37][CH:36]=1)(=[O:8])[C:2]1[CH:7]=[CH:6][CH:5]=[CH:4][CH:3]=1.C(O)=O.CCN(CC)CC. Product: [C:1]([O:9][C@@H:10]1[C@@H:18]([CH:19]([F:20])[F:21])[O:17][C@H:16]2[C@H:12]([N:13]=[C:14]([NH:22][C:23]([O:25][C:26]([CH3:29])([CH3:28])[CH3:27])=[O:24])[S:15]2)[C@H:11]1[O:33][C:34](=[O:41])[C:35]1[CH:40]=[CH:39][CH:38]=[CH:37][CH:36]=1)(=[O:8])[C:2]1[CH:3]=[CH:4][CH:5]=[CH:6][CH:7]=1. The catalyst class is: 77. (7) Reactant: [CH3:1][C:2]1[CH:7]=[CH:6][C:5]([C:8]2[O:9][C:10]([CH3:13])=[N:11][N:12]=2)=[CH:4][C:3]=1[C:14]1[CH:19]=[CH:18][C:17]([C:20](O)=[O:21])=[CH:16][CH:15]=1.C1C=CC2N(O)N=NC=2C=1.Cl.CN(C)CCCN=C=NCC.[NH2:45][CH:46]([C:51]([CH3:54])([CH3:53])[CH3:52])[C:47]([NH:49][CH3:50])=[O:48]. Product: [CH3:52][C:51]([CH3:54])([CH3:53])[CH:46]([NH:45][C:20]([C:17]1[CH:16]=[CH:15][C:14]([C:3]2[CH:4]=[C:5]([C:8]3[O:9][C:10]([CH3:13])=[N:11][N:12]=3)[CH:6]=[CH:7][C:2]=2[CH3:1])=[CH:19][CH:18]=1)=[O:21])[C:47]([NH:49][CH3:50])=[O:48]. The catalyst class is: 3.